Dataset: Full USPTO retrosynthesis dataset with 1.9M reactions from patents (1976-2016). Task: Predict the reactants needed to synthesize the given product. (1) Given the product [CH2:15]([OH:16])[C@H:13]1[O:14][C@H:9]([O:8][C@H:6]2[O:7][C@H:2]([CH2:1][OH:23])[C@@H:3]([OH:22])[C@H:4]([OH:21])[C@H:5]2[OH:20])[C@H:10]([OH:19])[C@@H:11]([OH:18])[C@@H:12]1[OH:17].[CH2:24]([OH:31])[C:25]([NH2:30])([CH2:28][OH:29])[CH2:26][OH:27], predict the reactants needed to synthesize it. The reactants are: [CH2:1]([OH:23])[C@H:2]1[O:7][C@H:6]([O:8][C@H:9]2[O:14][C@H:13]([CH2:15][OH:16])[C@@H:12]([OH:17])[C@H:11]([OH:18])[C@H:10]2[OH:19])[C@H:5]([OH:20])[C@@H:4]([OH:21])[C@@H:3]1[OH:22].[CH2:24]([OH:31])[C:25]([NH2:30])([CH2:28][OH:29])[CH2:26][OH:27].Cl. (2) Given the product [N+:1]([C:4]1[CH:5]=[C:6]2[C:10](=[CH:11][CH:12]=1)[CH2:9][N:8]([C:30]([O:29][CH2:22][C:23]1[CH:28]=[CH:27][CH:26]=[CH:25][CH:24]=1)=[O:31])[CH2:7]2)([O-:3])=[O:2], predict the reactants needed to synthesize it. The reactants are: [N+:1]([C:4]1[CH:5]=[C:6]2[C:10](=[CH:11][CH:12]=1)[CH2:9][NH:8][CH2:7]2)([O-:3])=[O:2].C(N(C(C)C)CC)(C)C.[CH2:22]([O:29][C:30](Cl)=[O:31])[C:23]1[CH:28]=[CH:27][CH:26]=[CH:25][CH:24]=1.